The task is: Binary Classification. Given a drug SMILES string, predict its activity (active/inactive) in a high-throughput screening assay against a specified biological target.. This data is from HIV replication inhibition screening data with 41,000+ compounds from the AIDS Antiviral Screen. (1) The result is 0 (inactive). The compound is COc1ccc(C=C2Cc3cccc4c([N+](=O)[O-])ccc2c34)cc1. (2) The molecule is O=C(c1ccccc1)c1ccc2cccc(OC3OC(CO)C(O)C(O)C3O)c2n1. The result is 0 (inactive). (3) The molecule is CC(C)c1ccc(C2NC(=S)NC3=C2c2ccccc2C3=O)cc1. The result is 0 (inactive). (4) The molecule is O=C(O)CN1CCNCCNCC1. The result is 0 (inactive). (5) The molecule is Br.NC(=O)NC1=NCCC(=O)N1CCc1c[nH]c2ccccc12. The result is 0 (inactive). (6) The molecule is Nc1c(S(=O)(=O)O)cc(S(=O)(=O)O)c2ccc(N=Nc3ccc(C=Cc4ccc(N=Nc5ccc6c(S(=O)(=O)O)cc(S(=O)(=O)O)c(N)c6c5O)cc4S(=O)(=O)O)c(S(=O)(=O)O)c3)c(O)c12.[NaH]. The result is 1 (active). (7) The compound is COc1ccc([N+](=O)[O-])c2c(NCC(O)CO)ccnc12.Cl. The result is 0 (inactive).